From a dataset of Catalyst prediction with 721,799 reactions and 888 catalyst types from USPTO. Predict which catalyst facilitates the given reaction. Reactant: [F:1][C:2]1[CH:7]=[CH:6][CH:5]=[C:4](F)[C:3]=1[N+:9]([O-:11])=[O:10].O.[NH2:13][NH2:14]. Product: [F:1][C:2]1[C:3]([N+:9]([O-:11])=[O:10])=[C:4]([NH:13][NH2:14])[CH:5]=[CH:6][CH:7]=1. The catalyst class is: 1.